Dataset: Reaction yield outcomes from USPTO patents with 853,638 reactions. Task: Predict the reaction yield, written as a fraction of the theoretical maximum amount of product (1.0 means a 100% yield; for example, 0.34 means a 34% yield). (1) The reactants are [F:1][C:2]1[CH:3]=[C:4]([C:8]2[CH:22]=[CH:21][C:11]([C:12]([NH:14][C@H:15]3[C@H:19]([OH:20])[CH2:18][NH:17][CH2:16]3)=[O:13])=[CH:10][N:9]=2)[CH:5]=[CH:6][CH:7]=1.Cl[C:24]1[CH:33]=[N:32][C:31]2[C:26](=[CH:27][CH:28]=[CH:29][CH:30]=2)[N:25]=1.C(O)CCC.O. The catalyst is C(N(CC)CC)C. The product is [F:1][C:2]1[CH:3]=[C:4]([C:8]2[CH:22]=[CH:21][C:11]([C:12]([NH:14][C@H:15]3[C@H:19]([OH:20])[CH2:18][N:17]([C:24]4[CH:33]=[N:32][C:31]5[C:26](=[CH:27][CH:28]=[CH:29][CH:30]=5)[N:25]=4)[CH2:16]3)=[O:13])=[CH:10][N:9]=2)[CH:5]=[CH:6][CH:7]=1. The yield is 0.790. (2) The reactants are [F:1][C:2]1[CH:8]=[CH:7][C:5]([NH2:6])=[C:4]([N+:9]([O-:11])=[O:10])[CH:3]=1.[Br:12]Br. The catalyst is ClCCl.C(O)(=O)C. The product is [Br:12][C:7]1[CH:8]=[C:2]([F:1])[CH:3]=[C:4]([N+:9]([O-:11])=[O:10])[C:5]=1[NH2:6]. The yield is 0.760.